Dataset: Full USPTO retrosynthesis dataset with 1.9M reactions from patents (1976-2016). Task: Predict the reactants needed to synthesize the given product. (1) Given the product [N:13]1([NH:12][C:2]2[CH:3]=[CH:4][C:5]([N+:9]([O-:11])=[O:10])=[C:6]([NH2:8])[CH:7]=2)[CH2:18][CH2:17][O:16][CH2:15][CH2:14]1, predict the reactants needed to synthesize it. The reactants are: Cl[C:2]1[CH:3]=[CH:4][C:5]([N+:9]([O-:11])=[O:10])=[C:6]([NH2:8])[CH:7]=1.[NH2:12][N:13]1[CH2:18][CH2:17][O:16][CH2:15][CH2:14]1.C([O-])([O-])=O.[K+].[K+].O. (2) Given the product [C:1]([O:5][C:6]([N:8]1[CH2:13][CH2:12][N:11]([CH2:14][C:44]2[C:45](=[O:46])[N:40]([CH2:39][C:38]3[CH:62]=[CH:63][C:35]([F:34])=[CH:36][CH:37]=3)[N:41]=[C:42]([C:53]3[CH:58]=[CH:57][C:56]([O:59][CH3:60])=[C:55]([F:61])[CH:54]=3)[CH:43]=2)[CH2:10][CH2:9]1)=[O:7])([CH3:4])([CH3:3])[CH3:2], predict the reactants needed to synthesize it. The reactants are: [C:1]([O:5][C:6]([N:8]1[CH2:13][CH2:12][N:11]([C:14]2C(=O)N(CC(C)C)N=C(C3C=CC(C)=C(F)C=3)C=2C)[CH2:10][CH2:9]1)=[O:7])([CH3:4])([CH3:3])[CH3:2].[F:34][C:35]1[CH:63]=[CH:62][C:38]([CH2:39][N:40]2[C:45](=[O:46])[C:44](COS(C)(=O)=O)=[CH:43][C:42]([C:53]3[CH:58]=[CH:57][C:56]([O:59][CH3:60])=[C:55]([F:61])[CH:54]=3)=[N:41]2)=[CH:37][CH:36]=1.N1(C(OC(C)(C)C)=O)CCNCC1. (3) Given the product [CH2:1]([O:8][CH2:9][N:10]1[C:18]2[C:17]([NH2:19])=[N:16][C:15]([CH2:20][CH2:21][CH2:22][CH3:23])=[N:14][C:13]=2[C:12]([C:24]#[C:25][CH2:26][CH2:27][CH2:28][N:29]2[CH2:30][CH2:31][N:32]([CH2:35][CH3:36])[CH2:33][CH2:34]2)=[C:11]1[CH3:38])[C:2]1[CH:7]=[CH:6][CH:5]=[CH:4][CH:3]=1, predict the reactants needed to synthesize it. The reactants are: [CH2:1]([O:8][CH2:9][N:10]1[C:18]2[C:17]([NH2:19])=[N:16][C:15]([CH2:20][CH2:21][CH2:22][CH3:23])=[N:14][C:13]=2[C:12]([C:24]#[C:25][CH2:26][CH2:27][CH2:28][N:29]2[CH2:34][CH2:33][N:32]([CH:35](C)[CH3:36])[CH2:31][CH2:30]2)=[C:11]1[CH3:38])[C:2]1[CH:7]=[CH:6][CH:5]=[CH:4][CH:3]=1.C(OCN1C2C(N)=NC(CCCC)=NC=2C(I)=C1C)C1C=CC=CC=1.C(N1CCN(CCCC#C)CC1)C. (4) The reactants are: [C:1]([C:5]1[N:6]=[C:7](Cl)[C:8]2[CH:13]=[CH:12][NH:11][C:9]=2[N:10]=1)([CH3:4])([CH3:3])[CH3:2].C(O)(=O)C(O)=O.[CH2:21]1[C:24]2([CH2:27][NH:26][CH2:25]2)[CH2:23][O:22]1.CCN(C(C)C)C(C)C. Given the product [C:1]([C:5]1[N:6]=[C:7]([N:26]2[CH2:27][C:24]3([CH2:21][O:22][CH2:23]3)[CH2:25]2)[C:8]2[CH:13]=[CH:12][NH:11][C:9]=2[N:10]=1)([CH3:4])([CH3:3])[CH3:2], predict the reactants needed to synthesize it. (5) Given the product [CH3:1][CH:2]1[CH2:11][CH2:10][CH:9]([CH3:12])[C:8]2[CH:7]=[C:6]([C:13]3[N:14]=[C:15]([N:18]4[CH2:23][CH2:22][CH:21]([NH:24][CH2:32][CH2:31][CH2:30][CH2:29][OH:28])[CH2:20][CH2:19]4)[S:16][CH:17]=3)[CH:5]=[CH:4][C:3]1=2, predict the reactants needed to synthesize it. The reactants are: [CH3:1][CH:2]1[CH2:11][CH2:10][CH:9]([CH3:12])[C:8]2[CH:7]=[C:6]([C:13]3[N:14]=[C:15]([N:18]4[CH2:23][CH2:22][CH:21]([NH2:24])[CH2:20][CH2:19]4)[S:16][CH:17]=3)[CH:5]=[CH:4][C:3]1=2.C([O:28][CH2:29][CH2:30][CH2:31][CH2:32]Br)(=O)C.[OH-].[Na+].Cl. (6) Given the product [F:27][C:28]([F:41])([F:40])[S:29]([O:4][CH2:3][C:2]([F:1])([F:11])[C:5]1[CH:10]=[CH:9][CH:8]=[CH:7][N:6]=1)(=[O:31])=[O:30], predict the reactants needed to synthesize it. The reactants are: [F:1][C:2]([F:11])([C:5]1[CH:10]=[CH:9][CH:8]=[CH:7][N:6]=1)[CH2:3][OH:4].C(C1C=C(C)C=C(C(C)(C)C)N=1)(C)(C)C.[F:27][C:28]([F:41])([F:40])[S:29](O[S:29]([C:28]([F:41])([F:40])[F:27])(=[O:31])=[O:30])(=[O:31])=[O:30]. (7) The reactants are: F[C:2]1[C:10]2[S:9][C:8]([C:11]3[C:12]([NH2:28])=[N:13][CH:14]=[C:15]([C:17]4[CH:18]=[N:19][N:20]([CH:22]5[CH2:27][CH2:26][NH:25][CH2:24][CH2:23]5)[CH:21]=4)[CH:16]=3)=[N:7][C:6]=2[C:5](C(F)(F)F)=[CH:4][CH:3]=1.IC1SC2C=C[C:40]([O:43]C)=CC=2N=1. Given the product [CH3:40][O:43][C:4]1[CH:3]=[CH:2][C:10]2[S:9][C:8]([C:11]3[C:12]([NH2:28])=[N:13][CH:14]=[C:15]([C:17]4[CH:18]=[N:19][N:20]([CH:22]5[CH2:27][CH2:26][NH:25][CH2:24][CH2:23]5)[CH:21]=4)[CH:16]=3)=[N:7][C:6]=2[CH:5]=1, predict the reactants needed to synthesize it. (8) Given the product [OH:5][C:4]1[C:6]2[C:10]([C:11]([NH2:36])=[O:13])=[C:9]([C:16]3[CH:21]=[CH:20][CH:19]=[C:18]([N+:22]([O-:24])=[O:23])[CH:17]=3)[O:8][C:7]=2[N:25]=[CH:29][N:27]=1, predict the reactants needed to synthesize it. The reactants are: C(O[C:4]([C:6]1[C:10]([C:11]([O:13]CC)=O)=[C:9]([C:16]2[CH:21]=[CH:20][CH:19]=[C:18]([N+:22]([O-:24])=[O:23])[CH:17]=2)[O:8][C:7]=1[NH2:25])=[O:5])C.C[N:27]([CH:29]=O)C.C(O)=O.C([NH2:36])=O. (9) The reactants are: [O:1]=[C:2]1[CH:7]([NH:8][C:9]([O:11]CC2C=CC=CC=2)=O)[CH2:6][CH:5]([O:19][C:20](=[O:22])[CH3:21])[C:4](=[O:23])[NH:3]1.[N+:24]([C:27]1[CH:37]=[CH:36][CH:35]=[C:29]2C([O:32][C:33](=O)[C:28]=12)=O)([O-:26])=[O:25]. Given the product [N+:24]([C:27]1[CH:37]=[CH:36][CH:35]=[C:29]2[C:28]=1[C:33](=[O:32])[N:8]([CH:7]1[CH2:6][CH:5]([O:19][C:20](=[O:22])[CH3:21])[C:4](=[O:23])[NH:3][C:2]1=[O:1])[C:9]2=[O:11])([O-:26])=[O:25], predict the reactants needed to synthesize it.